Dataset: Forward reaction prediction with 1.9M reactions from USPTO patents (1976-2016). Task: Predict the product of the given reaction. (1) Given the reactants Br[C:2]1[C:11]2[C:6](=[C:7]([F:12])[CH:8]=[CH:9][CH:10]=2)[N:5]=[C:4]([C:13]([NH:15][C@H:16]2[CH2:21][CH2:20][CH2:19][CH2:18][C@@H:17]2[OH:22])=[O:14])[CH:3]=1.[CH:23]([B-](F)(F)F)=[CH2:24].[K+].C(=O)([O-])[O-].[Cs+].[Cs+].ClCCl, predict the reaction product. The product is: [CH:23]([C:2]1[C:11]2[C:6](=[C:7]([F:12])[CH:8]=[CH:9][CH:10]=2)[N:5]=[C:4]([C:13]([NH:15][C@H:16]2[CH2:21][CH2:20][CH2:19][CH2:18][C@@H:17]2[OH:22])=[O:14])[CH:3]=1)=[CH2:24]. (2) The product is: [C:1]([O:5][C:6]([N:8]1[CH2:12][CH2:11][CH2:10][CH:9]1[CH2:13][NH:14][C:24](=[O:25])[C:23]([F:34])([F:33])[F:22])=[O:7])([CH3:4])([CH3:3])[CH3:2]. Given the reactants [C:1]([O:5][C:6]([N:8]1[CH2:12][CH2:11][CH2:10][CH:9]1[CH2:13][NH2:14])=[O:7])([CH3:4])([CH3:3])[CH3:2].C(N(CC)CC)C.[F:22][C:23]([F:34])([F:33])[C:24](O[C:24](=[O:25])[C:23]([F:34])([F:33])[F:22])=[O:25], predict the reaction product. (3) Given the reactants COC1C=[C:5]([CH:10]=[C:11]([O:14][CH3:15])C=1O)[C:6](OC)=O.Br[CH2:17][CH2:18][CH2:19]C.C(=O)([O-])[O-].[K+].[K+].[I-].[K+], predict the reaction product. The product is: [CH2:15]([O:14][CH2:11][CH2:10][CH2:5][CH3:6])[CH2:17][CH2:18][CH3:19]. (4) Given the reactants [N+:1]([C:4]1[CH:5]=[N:6][NH:7][CH:8]=1)([O-])=O.[CH:9]1([CH:12]([CH:14]2[CH2:16][CH2:15]2)O)[CH2:11][CH2:10]1.C1(P(C2C=CC=CC=2)C2C=CC=CC=2)C=CC=CC=1.N(C(OC(C)C)=O)=NC(OC(C)C)=O, predict the reaction product. The product is: [CH:9]1([CH:12]([CH:14]2[CH2:16][CH2:15]2)[N:6]2[CH:5]=[C:4]([NH2:1])[CH:8]=[N:7]2)[CH2:11][CH2:10]1. (5) Given the reactants C[Si](CCOC[N:9]1[CH:14]=[CH:13][C:12](=[O:15])[CH:11]=[CH:10]1)(C)C.FC(F)(F)S(O[CH:22]([CH3:33])[C:23]([O:25][CH2:26][C:27]1[CH:32]=[CH:31][CH:30]=[CH:29][CH:28]=1)=[O:24])(=O)=O, predict the reaction product. The product is: [N:9]1[CH:10]=[CH:11][C:12]([O:15][CH:22]([CH3:33])[C:23]([O:25][CH2:26][C:27]2[CH:32]=[CH:31][CH:30]=[CH:29][CH:28]=2)=[O:24])=[CH:13][CH:14]=1. (6) Given the reactants [C:1]([O:5][C:6]([CH:8]1[O:30][C:11]2=[CH:12][CH:13]=[C:14]3[C:18]([N:17]([CH2:19][C@H:20]([O:22][Si](C(C)(C)C)(C)C)[CH3:21])[N:16]=[CH:15]3)=[C:10]2[CH2:9]1)=[O:7])([CH3:4])([CH3:3])[CH3:2].[F-].C(=O)(O)[O-].[Na+], predict the reaction product. The product is: [C:1]([O:5][C:6]([CH:8]1[O:30][C:11]2=[CH:12][CH:13]=[C:14]3[C:18]([N:17]([CH2:19][C@H:20]([OH:22])[CH3:21])[N:16]=[CH:15]3)=[C:10]2[CH2:9]1)=[O:7])([CH3:3])([CH3:2])[CH3:4]. (7) The product is: [CH2:1]([N:8]1[CH2:13][CH2:12][NH:11][C@H:10]([CH2:16][O:17][CH3:18])[CH2:9]1)[C:2]1[CH:3]=[CH:4][CH:5]=[CH:6][CH:7]=1. Given the reactants [CH2:1]([N:8]1[CH2:13][CH2:12][N:11](C=O)[C@H:10]([CH2:16][O:17][CH3:18])[CH2:9]1)[C:2]1[CH:7]=[CH:6][CH:5]=[CH:4][CH:3]=1.[OH-].[Na+], predict the reaction product.